Dataset: Catalyst prediction with 721,799 reactions and 888 catalyst types from USPTO. Task: Predict which catalyst facilitates the given reaction. (1) Reactant: C(OC([N:8]1[CH2:13][CH2:12][N:11]([CH2:14][CH2:15][C:16]2[CH:21]=[CH:20][C:19]([C:22]#[N:23])=[C:18]([S:24][CH3:25])[CH:17]=2)[CH2:10][CH2:9]1)=O)(C)(C)C.C(O)(C(F)(F)F)=O. Product: [CH3:25][S:24][C:18]1[CH:17]=[C:16]([CH2:15][CH2:14][N:11]2[CH2:10][CH2:9][NH:8][CH2:13][CH2:12]2)[CH:21]=[CH:20][C:19]=1[C:22]#[N:23]. The catalyst class is: 2. (2) Reactant: [NH2:1][C:2]1[CH:3]=[C:4]2[CH2:10][CH2:9][CH:8]([C:11]([O:13][CH2:14][CH3:15])=[O:12])[C:5]2=[N:6][CH:7]=1.[CH:16](OCC)(OCC)OCC.[N-:26]=[N+:27]=[N-:28].[Na+]. Product: [N:1]1([C:2]2[CH:3]=[C:4]3[CH2:10][CH2:9][CH:8]([C:11]([O:13][CH2:14][CH3:15])=[O:12])[C:5]3=[N:6][CH:7]=2)[CH:16]=[N:28][N:27]=[N:26]1. The catalyst class is: 15. (3) Reactant: [N:1]1([CH:7]([CH3:13])[C:8]([O:10][CH2:11][CH3:12])=[O:9])[CH2:6][CH2:5][NH:4][CH2:3][CH2:2]1.C(=O)([O-])[O-].[K+].[K+].Br[CH2:21][CH3:22]. Product: [CH2:21]([N:4]1[CH2:5][CH2:6][N:1]([CH:7]([CH3:13])[C:8]([O:10][CH2:11][CH3:12])=[O:9])[CH2:2][CH2:3]1)[CH3:22]. The catalyst class is: 3.